From a dataset of Reaction yield outcomes from USPTO patents with 853,638 reactions. Predict the reaction yield, written as a fraction of the theoretical maximum amount of product (1.0 means a 100% yield; for example, 0.34 means a 34% yield). (1) The reactants are [C:1]([O:5][C:6]([C:8]1[C:17]2[C:12](=[CH:13][CH:14]=[CH:15][CH:16]=2)[N:11]=[C:10]([C:18]2[CH:23]=[CH:22][CH:21]=[CH:20][CH:19]=2)[C:9]=1[CH2:24]Br)=[O:7])([CH3:4])([CH3:3])[CH3:2].[CH2:26]([O:28][C:29]([CH:31]1[CH2:36][CH2:35][CH2:34][N:33]([CH:37]2[CH2:42][CH2:41][NH:40][CH2:39][CH2:38]2)[CH2:32]1)=[O:30])[CH3:27].CCN(C(C)C)C(C)C.[F-].[K+]. The catalyst is C1COCC1. The product is [CH2:26]([O:28][C:29]([CH:31]1[CH2:36][CH2:35][CH2:34][N:33]([CH:37]2[CH2:38][CH2:39][N:40]([CH2:24][C:9]3[C:10]([C:18]4[CH:23]=[CH:22][CH:21]=[CH:20][CH:19]=4)=[N:11][C:12]4[C:17]([C:8]=3[C:6]([O:5][C:1]([CH3:4])([CH3:3])[CH3:2])=[O:7])=[CH:16][CH:15]=[CH:14][CH:13]=4)[CH2:41][CH2:42]2)[CH2:32]1)=[O:30])[CH3:27]. The yield is 0.538. (2) The reactants are [Cl:1][C:2]1[CH:3]=[CH:4][C:5]([O:31][CH3:32])=[C:6]([NH:8][S:9]([C:12]2[CH:13]=[CH:14][C:15]([O:29][CH3:30])=[C:16]3[C:21]=2[O:20][CH2:19][C@H:18]([NH:22]C(=O)C(F)(F)F)[CH2:17]3)(=[O:11])=[O:10])[CH:7]=1.[OH-].[Na+].Cl.C(=O)(O)[O-].[Na+]. The catalyst is C(Cl)(Cl)Cl.O. The product is [NH2:22][C@@H:18]1[CH2:17][C:16]2[C:21](=[C:12]([S:9]([NH:8][C:6]3[CH:7]=[C:2]([Cl:1])[CH:3]=[CH:4][C:5]=3[O:31][CH3:32])(=[O:10])=[O:11])[CH:13]=[CH:14][C:15]=2[O:29][CH3:30])[O:20][CH2:19]1. The yield is 1.00. (3) The reactants are Br[C:2]1[C:3]2[C:8]([CH:9]=[C:10]3[C:15]=1[CH:14]=[CH:13][CH:12]=[CH:11]3)=[CH:7][CH:6]=[CH:5][CH:4]=2.[NH:16]1[CH:20]=[CH:19][N:18]=[CH:17]1.C(=O)([O-])[O-].[K+].[K+]. The catalyst is C(Cl)Cl. The product is [CH:14]1[C:15]2[C:10](=[CH:9][C:8]3[C:3]([C:2]=2[N:16]2[CH:20]=[CH:19][NH:18][CH2:17]2)=[CH:4][CH:5]=[CH:6][CH:7]=3)[CH:11]=[CH:12][CH:13]=1. The yield is 0.300. (4) The reactants are [F:1][CH:2]([F:31])[N:3]1[N:19]=[CH:18][C:17]2[NH:16][C:15](=[O:20])[C@@H:14]([CH3:21])[CH:13]=[CH:12][CH2:11][C@@H:10]([NH:22][C:23](=[O:29])[O:24][C:25]([CH3:28])([CH3:27])[CH3:26])[C:9]3[CH:30]=[C:5]([CH:6]=[CH:7][N:8]=3)[C:4]1=2. The catalyst is O=[Pt]=O.CCO. The product is [F:31][CH:2]([F:1])[N:3]1[N:19]=[CH:18][C:17]2[NH:16][C:15](=[O:20])[C@@H:14]([CH3:21])[CH2:13][CH2:12][CH2:11][C@@H:10]([NH:22][C:23](=[O:29])[O:24][C:25]([CH3:26])([CH3:27])[CH3:28])[C:9]3[CH:30]=[C:5]([CH:6]=[CH:7][N:8]=3)[C:4]1=2. The yield is 0.760. (5) The reactants are N12[CH2:8][CH2:7]N(CC1)CC2.[C:9]([O:13][C:14]([N:16]1[CH2:21][CH2:20][CH:19]([CH2:22][OH:23])[CH2:18][CH2:17]1)=[O:15])([CH3:12])([CH3:11])[CH3:10].[C:24]1(C)[C:25]([S:30](Cl)(=[O:32])=[O:31])=[CH:26][CH:27]=C[CH:29]=1. The catalyst is COC(C)(C)C.CCOCC. The product is [C:9]([O:13][C:14]([N:16]1[CH2:21][CH2:20][CH:19]([CH2:22][O:23][S:30]([C:25]2[CH:26]=[CH:27][C:7]([CH3:8])=[CH:29][CH:24]=2)(=[O:32])=[O:31])[CH2:18][CH2:17]1)=[O:15])([CH3:12])([CH3:11])[CH3:10]. The yield is 0.850. (6) The reactants are C(OC(=O)[NH:7][C@H:8]1[CH2:14][CH:13]=[CH:12][C@@H:11]([C:15]2[CH:20]=[CH:19][CH:18]=[CH:17][CH:16]=2)[N:10]([CH3:21])[C:9]1=[O:22])(C)(C)C.C(O)(C(F)(F)F)=O.C(Cl)Cl. The catalyst is C(Cl)Cl.C([O-])(O)=O.[Na+]. The product is [NH2:7][C@H:8]1[CH2:14][CH:13]=[CH:12][C@@H:11]([C:15]2[CH:20]=[CH:19][CH:18]=[CH:17][CH:16]=2)[N:10]([CH3:21])[C:9]1=[O:22]. The yield is 0.930.